From a dataset of Forward reaction prediction with 1.9M reactions from USPTO patents (1976-2016). Predict the product of the given reaction. (1) Given the reactants [F:1][C:2]([F:14])([C:10]([F:13])([F:12])[F:11])[CH2:3][CH2:4][CH2:5][S:6][C:7](=O)[CH3:8].[Cl:15][CH2:16]CCI, predict the reaction product. The product is: [Cl:15][CH2:16][CH2:8][CH2:7][S:6][CH2:5][CH2:4][CH2:3][C:2]([F:14])([F:1])[C:10]([F:13])([F:12])[F:11]. (2) Given the reactants [CH:1]1([CH2:4][N:5]2[C:10](=[O:11])[C:9](O)=[N:8][C:7]3[CH:13]=[CH:14][CH:15]=[N:16][C:6]2=3)[CH2:3][CH2:2]1.P(Br)(Br)([Br:19])=O.C(=O)([O-])[O-].[Na+].[Na+], predict the reaction product. The product is: [Br:19][C:9]1[C:10](=[O:11])[N:5]([CH2:4][CH:1]2[CH2:3][CH2:2]2)[C:6]2[N:16]=[CH:15][CH:14]=[CH:13][C:7]=2[N:8]=1.